From a dataset of Full USPTO retrosynthesis dataset with 1.9M reactions from patents (1976-2016). Predict the reactants needed to synthesize the given product. (1) Given the product [C:1]([NH:5][S:6]([C:9]1[C:18]2[C:13](=[CH:14][CH:15]=[CH:16][CH:17]=2)[C:12]([C:19]([Cl:25])=[O:21])=[CH:11][CH:10]=1)(=[O:8])=[O:7])([CH3:4])([CH3:3])[CH3:2], predict the reactants needed to synthesize it. The reactants are: [C:1]([NH:5][S:6]([C:9]1[C:18]2[C:13](=[CH:14][CH:15]=[CH:16][CH:17]=2)[C:12]([C:19]([OH:21])=O)=[CH:11][CH:10]=1)(=[O:8])=[O:7])([CH3:4])([CH3:3])[CH3:2].C(Cl)(=O)C([Cl:25])=O. (2) Given the product [F:1][C:2]1[CH:9]=[C:8]([O:10][CH2:11][C:12]2[CH:17]=[CH:16][C:15]([Cl:18])=[C:14]([C:19]([F:20])([F:22])[F:21])[CH:13]=2)[C:7]([F:23])=[CH:6][C:3]=1[C:4]([NH2:5])=[O:25], predict the reactants needed to synthesize it. The reactants are: [F:1][C:2]1[CH:9]=[C:8]([O:10][CH2:11][C:12]2[CH:17]=[CH:16][C:15]([Cl:18])=[C:14]([C:19]([F:22])([F:21])[F:20])[CH:13]=2)[C:7]([F:23])=[CH:6][C:3]=1[C:4]#[N:5].C(=O)([O-])[O-:25].[K+].[K+].OO.O. (3) Given the product [CH2:13]([CH:16]1[CH2:21][CH2:20][N:19]([C:2]([O:4][C:5]2[CH:10]=[CH:9][C:8]([O:11][CH3:12])=[CH:7][CH:6]=2)=[O:3])[CH2:18][CH2:17]1)[C:14]#[CH:15], predict the reactants needed to synthesize it. The reactants are: Cl[C:2]([O:4][C:5]1[CH:10]=[CH:9][C:8]([O:11][CH3:12])=[CH:7][CH:6]=1)=[O:3].[CH2:13]([CH:16]1[CH2:21][CH2:20][N:19](C(OC(C)(C)C)=O)[CH2:18][CH2:17]1)[C:14]#[CH:15]. (4) Given the product [C:1]([Si:5]([CH3:22])([CH3:21])[O:6][CH2:7][CH2:8][O:9][C:10]1[CH:17]=[CH:16][C:15]([CH:18]2[CH2:19][CH2:20]2)=[CH:14][C:11]=1[CH:51]=[N:53][C:27]([O:26][Si:33]([CH3:40])([CH3:39])[CH3:32])=[CH2:28])([CH3:2])([CH3:3])[CH3:4], predict the reactants needed to synthesize it. The reactants are: [C:1]([Si:5]([CH3:22])([CH3:21])[O:6][CH2:7][CH2:8][O:9][C:10]1[CH:17]=[CH:16][C:15]([CH:18]2[CH2:20][CH2:19]2)=[CH:14][C:11]=1C=O)([CH3:4])([CH3:3])[CH3:2].ClC1C=[C:26](C=CC=1)[CH:27]=[O:28].[CH3:32][Si:33]([CH3:40])([CH3:39])N[Si](C)(C)C.C([Li])CCC.C[Si](Cl)(C)C.[CH2:51]([N:53](CC)CC)C.C(Cl)(=O)C. (5) Given the product [Cl:1][C:2]1[N:11]=[C:10]([N:28]2[CH2:27][CH2:26][N:25]([C:23](=[O:24])[C@H:22]([OH:21])[CH2:31][CH:32]([CH3:33])[CH3:34])[CH2:30][CH2:29]2)[C:9]2[C:4](=[CH:5][C:6]([CH3:13])=[CH:7][CH:8]=2)[N:3]=1, predict the reactants needed to synthesize it. The reactants are: [Cl:1][C:2]1[N:11]=[C:10](Cl)[C:9]2[C:4](=[CH:5][C:6]([CH3:13])=[CH:7][CH:8]=2)[N:3]=1.C(N(CC)CC)C.[OH:21][C@H:22]([CH2:31][CH:32]([CH3:34])[CH3:33])[C:23]([N:25]1[CH2:30][CH2:29][NH:28][CH2:27][CH2:26]1)=[O:24]. (6) Given the product [CH2:1]([O:8][C:9]([C:11]1([C:24]([OH:26])=[O:25])[CH2:16][CH2:15][CH2:14][N:13]([C:17]([O:19][C:20]([CH3:22])([CH3:23])[CH3:21])=[O:18])[CH2:12]1)=[O:10])[C:2]1[CH:3]=[CH:4][CH:5]=[CH:6][CH:7]=1, predict the reactants needed to synthesize it. The reactants are: [CH2:1]([O:8][C:9]([C:11]1([C:24]([O:26]CC2C=CC=CC=2)=[O:25])[CH2:16][CH2:15][CH2:14][N:13]([C:17]([O:19][C:20]([CH3:23])([CH3:22])[CH3:21])=[O:18])[CH2:12]1)=[O:10])[C:2]1[CH:7]=[CH:6][CH:5]=[CH:4][CH:3]=1.[K].C(O)(=O)C. (7) Given the product [Cl:1][C:2]1[CH:7]=[CH:6][C:5]([C@H:8]2[N:15]3[C:11]([S:12][C:13]([C:19]([N:21]4[CH2:28][CH2:27][CH2:26][C@H:22]4[C:23]([N:41]4[CH2:42][CH2:43][C@@H:39]([N:38]([CH3:44])[CH3:37])[CH2:40]4)=[O:24])=[O:20])=[C:14]3[CH:16]([CH3:17])[CH3:18])=[N:10][C@:9]2([C:30]2[CH:35]=[CH:34][C:33]([Cl:36])=[CH:32][CH:31]=2)[CH3:29])=[CH:4][CH:3]=1, predict the reactants needed to synthesize it. The reactants are: [Cl:1][C:2]1[CH:7]=[CH:6][C:5]([C@H:8]2[N:15]3[C:11]([S:12][C:13]([C:19]([N:21]4[CH2:28][CH2:27][CH2:26][C@H:22]4[C:23](O)=[O:24])=[O:20])=[C:14]3[CH:16]([CH3:18])[CH3:17])=[N:10][C@:9]2([C:30]2[CH:35]=[CH:34][C:33]([Cl:36])=[CH:32][CH:31]=2)[CH3:29])=[CH:4][CH:3]=1.[CH3:37][N:38]([CH3:44])[C@@H:39]1[CH2:43][CH2:42][NH:41][CH2:40]1. (8) Given the product [CH2:19]([C:24]1[CH:29]=[CH:28][C:27]([O:30][C:31]([C:32]2[CH:37]=[CH:36][C:35]([O:14][C:13](=[O:15])[C:12]3[CH:16]=[CH:17][C:9]([O:8][CH2:1][C:2]4[CH:3]=[CH:4][CH:5]=[CH:6][CH:7]=4)=[CH:10][C:11]=3[Cl:18])=[CH:34][CH:33]=2)=[O:39])=[CH:26][CH:25]=1)[CH2:20][CH2:21][CH2:22][CH3:23], predict the reactants needed to synthesize it. The reactants are: [CH2:1]([O:8][C:9]1[CH:17]=[CH:16][C:12]([C:13]([OH:15])=[O:14])=[C:11]([Cl:18])[CH:10]=1)[C:2]1[CH:7]=[CH:6][CH:5]=[CH:4][CH:3]=1.[CH2:19]([C:24]1[CH:29]=[CH:28][C:27]([O:30][C:31](=[O:39])[C:32]2[CH:37]=[CH:36][C:35](O)=[CH:34][CH:33]=2)=[CH:26][CH:25]=1)[CH2:20][CH2:21][CH2:22][CH3:23].C1(N=C=NC2CCCCC2)CCCCC1. (9) The reactants are: [C:1]([C:3]1[CH:4]=[C:5]([NH:9][C:10](=[O:13])[CH2:11][CH3:12])[CH:6]=[CH:7][CH:8]=1)#[N:2].Cl[CH2:15][C:16]1[C:20]([CH3:21])=[N:19][O:18][N:17]=1. Given the product [C:1]([C:3]1[CH:4]=[C:5]([N:9]([CH2:15][C:16]2[C:20]([CH3:21])=[N:19][O:18][N:17]=2)[C:10](=[O:13])[CH2:11][CH3:12])[CH:6]=[CH:7][CH:8]=1)#[N:2], predict the reactants needed to synthesize it. (10) Given the product [Br:20][CH2:21][CH2:22][CH2:23][N:6]1[CH2:7][CH2:8][N:4]([CH2:3][CH2:2][OH:1])[C:5]1=[C:9]([C:10]#[N:11])[C:12]#[N:13], predict the reactants needed to synthesize it. The reactants are: [OH:1][CH2:2][CH2:3][N:4]1[CH2:8][CH2:7][NH:6][C:5]1=[C:9]([C:12]#[N:13])[C:10]#[N:11].C(=O)([O-])[O-].[K+].[K+].[Br:20][CH2:21][CH2:22][CH2:23]Br.O.